This data is from Reaction yield outcomes from USPTO patents with 853,638 reactions. The task is: Predict the reaction yield, written as a fraction of the theoretical maximum amount of product (1.0 means a 100% yield; for example, 0.34 means a 34% yield). (1) The reactants are Cl[CH2:2][CH2:3][CH2:4][S:5]([O:8][CH2:9][CH2:10][CH2:11][CH3:12])(=[O:7])=[O:6].C([Li])CCC. The catalyst is C1COCC1. The product is [CH:4]1([S:5]([O:8][CH2:9][CH2:10][CH2:11][CH3:12])(=[O:7])=[O:6])[CH2:2][CH2:3]1. The yield is 0.782. (2) The reactants are [Cl:1][C:2]1[N:11]=[C:10]2[C:5]([C:6](=[O:18])[C:7]([C:15]([OH:17])=[O:16])=[CH:8][N:9]2[CH:12]2[CH2:14][CH2:13]2)=[CH:4][C:3]=1[F:19].[CH2:20](Br)[C:21]1[CH:26]=[CH:25][CH:24]=[CH:23][CH:22]=1.C([O-])([O-])=O.[K+].[K+]. The catalyst is CN(C=O)C. The product is [Cl:1][C:2]1[N:11]=[C:10]2[C:5]([C:6](=[O:18])[C:7]([C:15]([O:17][CH2:20][C:21]3[CH:26]=[CH:25][CH:24]=[CH:23][CH:22]=3)=[O:16])=[CH:8][N:9]2[CH:12]2[CH2:14][CH2:13]2)=[CH:4][C:3]=1[F:19]. The yield is 0.700. (3) The reactants are [ClH:1].[NH2:2][C@H:3]([C:9]([OH:11])=O)[CH2:4][CH2:5][CH2:6][CH2:7][NH2:8].[OH-].[Na+]. The catalyst is C(O)C(O)C. The product is [ClH:1].[NH2:2][CH:3]1[CH2:4][CH2:5][CH2:6][CH2:7][NH:8][C:9]1=[O:11]. The yield is 0.740. (4) The reactants are [Na+].[CH2:2]([C:6]1([CH3:35])[CH2:11][CH2:10][N:9]([C:12]2[N:17]3[CH:18]=[C:19]([C:21]([O-])=[O:22])[N:20]=[C:16]3[CH:15]=[C:14]([CH3:24])[C:13]=2[C@H:25]([O:30][C:31]([CH3:34])([CH3:33])[CH3:32])[C:26]([O:28][CH3:29])=[O:27])[CH2:8][CH2:7]1)[CH2:3][CH:4]=[CH2:5].[CH2:36]([O:39][C:40]1[CH:47]=[CH:46][CH:45]=[CH:44][C:41]=1[CH2:42][NH2:43])[CH:37]=[CH2:38].CCN(C(C)C)C(C)C.CN(C(ON1N=NC2C=CC=NC1=2)=[N+](C)C)C.F[P-](F)(F)(F)(F)F. The catalyst is CN(C=O)C.CCOC(C)=O. The product is [CH2:36]([O:39][C:40]1[CH:47]=[CH:46][CH:45]=[CH:44][C:41]=1[CH2:42][NH:43][C:21]([C:19]1[N:20]=[C:16]2[CH:15]=[C:14]([CH3:24])[C:13]([C@H:25]([O:30][C:31]([CH3:32])([CH3:33])[CH3:34])[C:26]([O:28][CH3:29])=[O:27])=[C:12]([N:9]3[CH2:10][CH2:11][C:6]([CH2:2][CH2:3][CH:4]=[CH2:5])([CH3:35])[CH2:7][CH2:8]3)[N:17]2[CH:18]=1)=[O:22])[CH:37]=[CH2:38]. The yield is 0.600. (5) The reactants are [CH2:1]([O:3][C:4]1([C:7]2[CH:12]=[CH:11][C:10]([C:13]#[C:14][C:15]3[CH:25]=[CH:24][C:18]([C:19]([O:21]CC)=[O:20])=[CH:17][CH:16]=3)=[CH:9][C:8]=2[C:26]([CH3:29])([CH3:28])[CH3:27])[CH2:6][CH2:5]1)[CH3:2].[OH-].[Na+]. The catalyst is C(O)C.O1CCCC1. The product is [CH2:1]([O:3][C:4]1([C:7]2[CH:12]=[CH:11][C:10]([C:13]#[C:14][C:15]3[CH:16]=[CH:17][C:18]([C:19]([OH:21])=[O:20])=[CH:24][CH:25]=3)=[CH:9][C:8]=2[C:26]([CH3:27])([CH3:29])[CH3:28])[CH2:6][CH2:5]1)[CH3:2]. The yield is 0.620. (6) The product is [F:1][C:2]1[CH:7]=[CH:6][C:5]([C:8]2[C:12]([CH2:13][O:14][C:15]3[CH:16]=[C:17]([C:21]([NH2:27])=[O:22])[N:18]([CH3:20])[N:19]=3)=[C:11]([CH3:24])[O:10][N:9]=2)=[CH:4][CH:3]=1. The reactants are [F:1][C:2]1[CH:7]=[CH:6][C:5]([C:8]2[C:12]([CH2:13][O:14][C:15]3[CH:16]=[C:17]([C:21](O)=[O:22])[N:18]([CH3:20])[N:19]=3)=[C:11]([CH3:24])[O:10][N:9]=2)=[CH:4][CH:3]=1.C(N1C=CN=C1)([N:27]1C=CN=C1)=O.[OH-].[NH4+].[Cl-].[Na+]. The catalyst is CN(C=O)C. The yield is 0.790.